From a dataset of Full USPTO retrosynthesis dataset with 1.9M reactions from patents (1976-2016). Predict the reactants needed to synthesize the given product. (1) Given the product [CH2:1]([O:3][CH2:4][C:5]1[N:6]([NH:18][CH:19]([CH2:20][CH3:21])[CH2:22][CH3:23])[C:7]2[C:16]3[CH:15]=[CH:14][CH:13]=[CH:12][C:11]=3[N:10]=[C:9]([NH2:35])[C:8]=2[N:17]=1)[CH3:2], predict the reactants needed to synthesize it. The reactants are: [CH2:1]([O:3][CH2:4][C:5]1[N:6]([NH:18][CH:19]([CH2:22][CH3:23])[CH2:20][CH3:21])[C:7]2[C:16]3[CH:15]=[CH:14][CH:13]=[CH:12][C:11]=3[N:10]=[CH:9][C:8]=2[N:17]=1)[CH3:2].C1C=C(Cl)C=C(C(OO)=O)C=1.[NH4+:35].[OH-].C(Cl)(Cl)Cl. (2) Given the product [N:30]([CH2:12][CH:13]1[CH2:17][C:16]2[CH:18]=[CH:19][C:20]([F:29])=[C:21]([C:22]3[CH:27]=[CH:26][CH:25]=[CH:24][C:23]=3[Cl:28])[C:15]=2[O:14]1)=[N+:31]=[N-:32], predict the reactants needed to synthesize it. The reactants are: CC1C=CC(S(O[CH2:12][CH:13]2[CH2:17][C:16]3[CH:18]=[CH:19][C:20]([F:29])=[C:21]([C:22]4[CH:27]=[CH:26][CH:25]=[CH:24][C:23]=4[Cl:28])[C:15]=3[O:14]2)(=O)=O)=CC=1.[N-:30]=[N+:31]=[N-:32].[Na+].